Regression. Given a peptide amino acid sequence and an MHC pseudo amino acid sequence, predict their binding affinity value. This is MHC class II binding data. From a dataset of Peptide-MHC class II binding affinity with 134,281 pairs from IEDB. (1) The peptide sequence is SGVLLNHFGLVEARY. The MHC is DRB4_0101 with pseudo-sequence DRB4_0103. The binding affinity (normalized) is 0.268. (2) The peptide sequence is EEGSRAYRNALSMMP. The MHC is HLA-DQA10201-DQB10301 with pseudo-sequence HLA-DQA10201-DQB10301. The binding affinity (normalized) is 0.520. (3) The peptide sequence is YESYKFIPALEAA. The MHC is DRB1_0101 with pseudo-sequence DRB1_0101. The binding affinity (normalized) is 0.873.